Dataset: Catalyst prediction with 721,799 reactions and 888 catalyst types from USPTO. Task: Predict which catalyst facilitates the given reaction. (1) Reactant: [C:1]([C:3]1[C:4]([C:24]2[CH:29]=[C:28]([F:30])[CH:27]=[CH:26][C:25]=2[O:31][CH3:32])=[C:5]2[CH:11]=[C:10]([C:12]3[CH2:13][CH2:14][N:15]([CH2:18][C:19]([N:21]([CH3:23])[CH3:22])=[O:20])[CH2:16][CH:17]=3)[NH:9][C:6]2=[N:7][CH:8]=1)#[N:2].[H][H]. Product: [C:1]([C:3]1[C:4]([C:24]2[CH:29]=[C:28]([F:30])[CH:27]=[CH:26][C:25]=2[O:31][CH3:32])=[C:5]2[CH:11]=[C:10]([CH:12]3[CH2:13][CH2:14][N:15]([CH2:18][C:19]([N:21]([CH3:23])[CH3:22])=[O:20])[CH2:16][CH2:17]3)[NH:9][C:6]2=[N:7][CH:8]=1)#[N:2]. The catalyst class is: 105. (2) Reactant: [OH:1][C@H:2]([CH3:15])[CH2:3][NH:4][C:5]1[C:10]([CH:11]=O)=[CH:9][N:8]=[C:7]([S:13][CH3:14])[N:6]=1.C[O:17][C:18](=O)[CH2:19][O:20][C:21]1[CH:26]=[CH:25][C:24]([F:27])=[CH:23][C:22]=1[F:28].C(=O)([O-])[O-].[K+].[K+]. Product: [F:28][C:22]1[CH:23]=[C:24]([F:27])[CH:25]=[CH:26][C:21]=1[O:20][C:19]1[C:18](=[O:17])[N:4]([CH2:3][C@H:2]([OH:1])[CH3:15])[C:5]2[N:6]=[C:7]([S:13][CH3:14])[N:8]=[CH:9][C:10]=2[CH:11]=1. The catalyst class is: 9. (3) Reactant: [Br:1][C:2]1[CH:3]=[N:4][C:5](Cl)=[N:6][CH:7]=1.[CH:9]1([NH2:13])[CH2:12][CH2:11][CH2:10]1.CCN(C(C)C)C(C)C.C(#N)C. Product: [Br:1][C:2]1[CH:3]=[N:4][C:5]([NH:13][CH:9]2[CH2:12][CH2:11][CH2:10]2)=[N:6][CH:7]=1. The catalyst class is: 25. (4) Product: [Br:3][C:4]1[S:5][CH:6]=[C:7](/[CH:9]=[CH:19]/[C:20]([O:22][CH2:23][CH3:24])=[O:21])[N:8]=1. The catalyst class is: 47. Reactant: [Cl-].[Li+].[Br:3][C:4]1[S:5][CH:6]=[C:7]([CH:9]=O)[N:8]=1.C(OP([CH2:19][C:20]([O:22][CH2:23][CH3:24])=[O:21])(OCC)=O)C.N12CCCN=C1CCCCC2. (5) Reactant: [F:1][C:2]([F:20])([F:19])[C:3]1[N:8]=[C:7]([N:9]2[CH2:14][CH2:13][N:12]3[CH2:15][CH2:16][CH:17]([NH2:18])[CH:11]3[CH2:10]2)[CH:6]=[CH:5][CH:4]=1.[Cl:21][C:22]1[CH:27]=[CH:26][C:25]([CH2:28][S:29](Cl)(=[O:31])=[O:30])=[CH:24][CH:23]=1.C(N(CC)CC)C. Product: [Cl:21][C:22]1[CH:23]=[CH:24][C:25]([CH2:28][S:29]([NH:18][C@H:17]2[C@@H:11]3[CH2:10][N:9]([C:7]4[CH:6]=[CH:5][CH:4]=[C:3]([C:2]([F:1])([F:19])[F:20])[N:8]=4)[CH2:14][CH2:13][N:12]3[CH2:15][CH2:16]2)(=[O:31])=[O:30])=[CH:26][CH:27]=1. The catalyst class is: 4. (6) Reactant: C(O)C.[OH-].[Na+].[F:6][C:7]([F:42])([F:41])[C:8]1[C:13]([C:14]2[CH:19]=[CH:18][CH:17]=[CH:16][CH:15]=2)=[CH:12][C:11]([C:20]2[O:24][N:23]=[C:22]([C:25]3[CH:26]=[C:27]4[C:31](=[CH:32][CH:33]=3)[N:30]([CH2:34][CH2:35][C:36]([O:38]CC)=[O:37])[CH:29]=[CH:28]4)[N:21]=2)=[CH:10][CH:9]=1. Product: [F:42][C:7]([F:6])([F:41])[C:8]1[C:13]([C:14]2[CH:15]=[CH:16][CH:17]=[CH:18][CH:19]=2)=[CH:12][C:11]([C:20]2[O:24][N:23]=[C:22]([C:25]3[CH:26]=[C:27]4[C:31](=[CH:32][CH:33]=3)[N:30]([CH2:34][CH2:35][C:36]([OH:38])=[O:37])[CH:29]=[CH:28]4)[N:21]=2)=[CH:10][CH:9]=1. The catalyst class is: 12.